From a dataset of Experimentally validated miRNA-target interactions with 360,000+ pairs, plus equal number of negative samples. Binary Classification. Given a miRNA mature sequence and a target amino acid sequence, predict their likelihood of interaction. (1) The miRNA is hsa-miR-4328 with sequence CCAGUUUUCCCAGGAUU. The protein sequence of the target gene is MAATYRLVVSTVNHYSSVVIDRRFEQAIHYCTGTCHTFTHGIDCIVVHHSVCADLLHIPVSQFKDADLNSMFLPHENGLSSAEGDYPQQAFTGIPRVKRGSTFQNTYNLKDIAGEAISFASGKIKEFSFEKLKNSNHAAYRKGRKVKSDSFNRRSVDLDLLCGHYNNDGNAPSFGLLRSSSVEEKPLSHRNSLDTNLTSMFLQNFSEEDLVTQILEKHKIDNFSSGTDIKMCLDILLKCSEDLKKCTDIIKQCIKKKSGSSISEGSGNDTISSSETVYMNVMTRLASYLKKLPFEFMQSG.... Result: 0 (no interaction). (2) The miRNA is hsa-miR-4782-3p with sequence UGAUUGUCUUCAUAUCUAGAAC. The protein sequence of the target gene is MKRLGSVQRKMPCVFVTEVKEEPSSKREHQPFKVLATETVSHKALDADIYSAIPTEKVDGTCCYVTTYKDQPYLWARLDRKPNKQAEKRFKNFLHSKENPKEFFWNVEEDFKPAPECWIPAKETEQINGNPVPDENGHIPGWVPVEKNNKQYCWHSSVVNYEFEIALVLKHHPDDSGLLEISAVPLSDLLEQTLELIGTNINGNPYGLGSKKHPLHLLIPHGAFQIRNLPSLKHNDLVSWFEDCKEGKIEGIVWHCSDGCLIKVHRHHLGLCWPIPDTYMNSRPVIINMNLNKCDSAFDI.... Result: 0 (no interaction). (3) The miRNA is hsa-miR-6875-5p with sequence UGAGGGACCCAGGACAGGAGA. The protein sequence of the target gene is MVFCLSSEEPRRPLRSDMVHFQASEVQQLLHNKFVVILGDSIQRAVYKDLVLLLQKDSLLTAAQLKAKGELSFEQDQLVAGGQLGELHNGTQYREVRQFCSGSGHHLVRFYFLTRVYSEYLEDVLEELTYGPAPDLVIINSCLWDLSRYGRCSMESYRENLERVFVRMDQVLPDSCLLVWNMAMPLGERITGGFLLPELQPLAGSLRRDVVEGNFYSATLAGDHCFDVLDLHFHFRHAVQHRHRDGVHWDQHAHRHLSHLLLTHVADAWGVELPKRGYPPDPWIEDWAEMNHPFQGSHRQ.... Result: 0 (no interaction).